Dataset: Full USPTO retrosynthesis dataset with 1.9M reactions from patents (1976-2016). Task: Predict the reactants needed to synthesize the given product. (1) Given the product [F:30][C:11]1[CH:12]=[C:13]([O:17][C@H:18]2[CH2:23][CH2:22][CH2:21][CH2:20][C@@H:19]2[C:24]2[CH:29]=[CH:28][N:27]=[N:26][CH:25]=2)[C:14]([F:16])=[CH:15][C:10]=1[S:7]([NH:6][C:31]1[CH:36]=[CH:35][N:34]=[CH:33][N:32]=1)(=[O:8])=[O:9], predict the reactants needed to synthesize it. The reactants are: COC1C=C(OC)C=CC=1C[N:6]([C:31]1[CH:36]=[CH:35][N:34]=[CH:33][N:32]=1)[S:7]([C:10]1[CH:15]=[C:14]([F:16])[C:13]([O:17][C@H:18]2[CH2:23][CH2:22][CH2:21][CH2:20][C@@H:19]2[C:24]2[CH:29]=[CH:28][N:27]=[N:26][CH:25]=2)=[CH:12][C:11]=1[F:30])(=[O:9])=[O:8].C([SiH](CC)CC)C.FC(F)(F)C(O)=O. (2) The reactants are: [C:1]1([C:7]#[CH:8])[CH:6]=[CH:5][CH:4]=[CH:3][CH:2]=1.[N:9]([Si](C)(C)C)=[N+:10]=[N-:11]. Given the product [C:1]1([C:7]2[N:9]=[N:10][NH:11][CH:8]=2)[CH:6]=[CH:5][CH:4]=[CH:3][CH:2]=1, predict the reactants needed to synthesize it. (3) Given the product [NH2:14][C:4]1[C:3]([C:2]([F:15])([F:16])[F:1])=[CH:8][C:7]([C:9]([F:12])([F:11])[F:10])=[CH:6][C:5]=1[NH:13][C:29](=[O:30])[CH2:28][CH:26]1[CH2:27][N:24]([C:22]([O:21][C:17]([CH3:19])([CH3:18])[CH3:20])=[O:23])[CH2:25]1, predict the reactants needed to synthesize it. The reactants are: [F:1][C:2]([F:16])([F:15])[C:3]1[CH:8]=[C:7]([C:9]([F:12])([F:11])[F:10])[CH:6]=[C:5]([NH2:13])[C:4]=1[NH2:14].[C:17]([O:21][C:22]([N:24]1[CH2:27][CH:26]([CH2:28][C:29](O)=[O:30])[CH2:25]1)=[O:23])([CH3:20])([CH3:19])[CH3:18].CN(C(ON1N=NC2C=CC=NC1=2)=[N+](C)C)C.F[P-](F)(F)(F)(F)F.C(N(CC)CC)C. (4) Given the product [Br:12][C:13]1[CH:18]=[CH:17][C:16]([C@H:19]([NH:21][C:2]2[C:7]([N+:8]([O-:10])=[O:9])=[C:6]([CH3:11])[CH:5]=[CH:4][N:3]=2)[CH3:20])=[CH:15][CH:14]=1, predict the reactants needed to synthesize it. The reactants are: Cl[C:2]1[C:7]([N+:8]([O-:10])=[O:9])=[C:6]([CH3:11])[CH:5]=[CH:4][N:3]=1.[Br:12][C:13]1[CH:18]=[CH:17][C:16]([C@H:19]([NH2:21])[CH3:20])=[CH:15][CH:14]=1.C(N(CC)CC)C.